Dataset: Retrosynthesis with 50K atom-mapped reactions and 10 reaction types from USPTO. Task: Predict the reactants needed to synthesize the given product. (1) Given the product CCOc1ccc(OC)c2c1C(Cc1ccc(OC)c(OC)c1)N(CC(=O)NCc1ccccn1)CC2, predict the reactants needed to synthesize it. The reactants are: CCI.COc1ccc(CC2c3c(O)ccc(OC)c3CCN2CC(=O)NCc2ccccn2)cc1OC. (2) The reactants are: CCCCc1nc(Br)c(C=O)n1Cc1ccc(C(=O)OC)c(F)c1F.NO. Given the product CCCCc1nc(Br)c(C=NO)n1Cc1ccc(C(=O)OC)c(F)c1F, predict the reactants needed to synthesize it. (3) Given the product NCc1cccc(Oc2ccccc2Cl)c1, predict the reactants needed to synthesize it. The reactants are: N#Cc1cccc(Oc2ccccc2Cl)c1. (4) Given the product COC(=O)c1sccc1COc1cccc(NC(C)=O)c1, predict the reactants needed to synthesize it. The reactants are: CC(=O)Nc1cccc(O)c1.COC(=O)c1sccc1CBr. (5) Given the product C[Si](C)(C)CCOCn1ncc2ccc(N)cc21, predict the reactants needed to synthesize it. The reactants are: C[Si](C)(C)CCOCn1ncc2ccc([N+](=O)[O-])cc21. (6) Given the product COc1ccc(Cn2cc(-c3ccnc(NC(C)(C)C)c3)c(-c3cccc(NC(=O)Nc4ccc(C(F)(F)F)cc4)c3)n2)cc1, predict the reactants needed to synthesize it. The reactants are: COc1ccc(Cn2cc(-c3ccnc(NC(C)(C)C)c3)c(-c3cccc(N)c3)n2)cc1.O=C=Nc1ccc(C(F)(F)F)cc1. (7) Given the product Cc1sc2nc(-c3ccno3)nc(NCCc3ccc4c(c3)OCO4)c2c1Cl, predict the reactants needed to synthesize it. The reactants are: Cc1sc2nc(-c3ccno3)nc(Cl)c2c1Cl.NCCc1ccc2c(c1)OCO2. (8) Given the product COC(=O)COc1ccc2ccc(OCCCBr)c(C(C)=O)c2c1, predict the reactants needed to synthesize it. The reactants are: BrCCCBr.COC(=O)COc1ccc2ccc(O)c(C(C)=O)c2c1. (9) Given the product N#CCc1ccc(F)c(Oc2ccccc2)c1, predict the reactants needed to synthesize it. The reactants are: Fc1ccc(CBr)cc1Oc1ccccc1.[C-]#N.